Task: Predict the reaction yield, written as a fraction of the theoretical maximum amount of product (1.0 means a 100% yield; for example, 0.34 means a 34% yield).. Dataset: Reaction yield outcomes from USPTO patents with 853,638 reactions (1) The reactants are Cl[C:2]1[C:7]([C:8]#[N:9])=[CH:6][N:5]=[C:4]2[C:10]3[CH:16]=[CH:15][CH:14]=[C:13]([N+:17]([O-:19])=[O:18])[C:11]=3[S:12][C:3]=12.[Br:20][C:21]1[CH:22]=[C:23]([CH:25]=[CH:26][CH:27]=1)[NH2:24].Cl.N1C=CC=CC=1. The catalyst is CS(C)=O.C(Cl)(Cl)Cl. The product is [Br:20][C:21]1[CH:22]=[C:23]([CH:25]=[CH:26][CH:27]=1)[NH:24][C:2]1[C:7]([C:8]#[N:9])=[CH:6][N:5]=[C:4]2[C:10]3[CH:16]=[CH:15][CH:14]=[C:13]([N+:17]([O-:19])=[O:18])[C:11]=3[S:12][C:3]=12. The yield is 0.550. (2) The reactants are C([Sn](CCCC)(CCCC)[C:6]([O:8][CH2:9][CH3:10])=[CH2:7])CCC.Br[C:20]1[CH:25]=[CH:24][C:23]([N:26]([CH3:30])[C:27](=[O:29])[CH3:28])=[CH:22][C:21]=1[CH3:31]. The catalyst is O1CCOCC1.Cl[Pd](Cl)([P](C1C=CC=CC=1)(C1C=CC=CC=1)C1C=CC=CC=1)[P](C1C=CC=CC=1)(C1C=CC=CC=1)C1C=CC=CC=1. The product is [CH2:9]([O:8][C:6]([C:20]1[CH:25]=[CH:24][C:23]([N:26]([CH3:30])[C:27](=[O:29])[CH3:28])=[CH:22][C:21]=1[CH3:31])=[CH2:7])[CH3:10]. The yield is 0.650. (3) The reactants are [NH2:1][C:2]1[C:10]([Br:11])=[CH:9][C:8]([F:12])=[CH:7][C:3]=1[C:4](O)=[O:5].B. The catalyst is C1COCC1. The product is [NH2:1][C:2]1[C:10]([Br:11])=[CH:9][C:8]([F:12])=[CH:7][C:3]=1[CH2:4][OH:5]. The yield is 0.900. (4) The reactants are [Cl:1][C:2]1[CH:3]=[N:4][CH:5]=[C:6]([Cl:10])[C:7]=1[CH:8]=O.[Cl:11][C:12]1[CH:17]=[C:16]([Cl:18])[CH:15]=[C:14]([Cl:19])[CH:13]=1.FC(F)(F)S(O)(=O)=O.C(=O)([O-])O.[Na+]. The catalyst is ClCCl. The product is [Cl:1][C:2]1[CH:3]=[N:4][CH:5]=[C:6]([Cl:10])[C:7]=1[CH:8]([C:13]1[C:12]([Cl:11])=[CH:17][C:16]([Cl:18])=[CH:15][C:14]=1[Cl:19])[C:17]1[C:12]([Cl:11])=[CH:13][C:14]([Cl:19])=[CH:15][C:16]=1[Cl:18]. The yield is 0.500. (5) The reactants are [Br:1][C:2]1[CH:3]=[N:4][N:5]([CH3:16])[C:6]=1[C:7]1[CH:8]=[C:9]([C:13]([OH:15])=O)[S:10][C:11]=1[CH3:12].C(N(CC)C(C)C)(C)C.[NH2:26][C@@H:27]([CH2:40][CH:41]1[CH2:46][CH2:45][CH2:44][CH2:43][CH2:42]1)[CH2:28][N:29]1[C:37](=[O:38])[C:36]2[C:31](=[CH:32][CH:33]=[CH:34][CH:35]=2)[C:30]1=[O:39].CC(OC(N[C@H](C(O)=O)CC1C=CC=CC=1C(F)(F)F)=O)(C)C.F[P-](F)(F)(F)(F)F.Br[P+](N1CCCC1)(N1CCCC1)N1CCCC1. The catalyst is C(Cl)Cl. The product is [Br:1][C:2]1[CH:3]=[N:4][N:5]([CH3:16])[C:6]=1[C:7]1[CH:8]=[C:9]([C:13]([NH:26][C@H:27]([CH2:28][N:29]2[C:37](=[O:38])[C:36]3[C:31](=[CH:32][CH:33]=[CH:34][CH:35]=3)[C:30]2=[O:39])[CH2:40][CH:41]2[CH2:46][CH2:45][CH2:44][CH2:43][CH2:42]2)=[O:15])[S:10][C:11]=1[CH3:12]. The yield is 0.640. (6) The reactants are O[Li:2].O.C[O:5][C:6]([C:8]1[CH:9]=[C:10]([CH:43]=[CH:44][CH:45]=1)[CH2:11][CH2:12][C:13]1[C:18]([C:19]([F:22])([F:21])[F:20])=[CH:17][N:16]=[C:15]([NH:23][C:24]2[CH:29]=[CH:28][C:27]([N:30]3[CH2:35][CH2:34][N:33]([C:36]([O:38][C:39]([CH3:42])([CH3:41])[CH3:40])=[O:37])[CH2:32][CH2:31]3)=[CH:26][CH:25]=2)[N:14]=1)=[O:7]. The catalyst is C1COCC1.O.CO. The product is [C:39]([O:38][C:36]([N:33]1[CH2:34][CH2:35][N:30]([C:27]2[CH:26]=[CH:25][C:24]([NH:23][C:15]3[N:14]=[C:13]([CH2:12][CH2:11][C:10]4[CH:9]=[C:8]([CH:45]=[CH:44][CH:43]=4)[C:6]([O-:7])=[O:5])[C:18]([C:19]([F:20])([F:21])[F:22])=[CH:17][N:16]=3)=[CH:29][CH:28]=2)[CH2:31][CH2:32]1)=[O:37])([CH3:42])([CH3:40])[CH3:41].[Li+:2]. The yield is 0.910. (7) The product is [Cl:8][C:6]1[CH:5]=[CH:4][C:3]([O:13][CH2:10][CH3:21])=[C:2]([N:16]2[CH:20]=[CH:19][CH:18]=[N:17]2)[CH:7]=1. The catalyst is O.[Cu]I. The yield is 0.210. The reactants are Br[C:2]1[CH:7]=[C:6]([Cl:8])[CH:5]=[CH:4][C:3]=1O.[C:10]([O-:13])([O-])=O.[Cs+].[Cs+].[NH:16]1[CH:20]=[CH:19][CH:18]=[N:17]1.[CH3:21]N(C=O)C.